Dataset: Full USPTO retrosynthesis dataset with 1.9M reactions from patents (1976-2016). Task: Predict the reactants needed to synthesize the given product. (1) Given the product [CH3:16][O:15][CH2:14][CH2:13][N:10]1[CH2:11][CH2:12][CH:7]([O:6][C:5]2[CH:17]=[CH:18][C:2]([B:29]3[O:30][C:31]([CH3:33])([CH3:32])[C:27]([CH3:34])([CH3:26])[O:28]3)=[CH:3][CH:4]=2)[CH2:8][CH2:9]1, predict the reactants needed to synthesize it. The reactants are: Br[C:2]1[CH:18]=[CH:17][C:5]([O:6][CH:7]2[CH2:12][CH2:11][N:10]([CH2:13][CH2:14][O:15][CH3:16])[CH2:9][CH2:8]2)=[CH:4][CH:3]=1.CCN(CC)CC.[CH3:26][C:27]1([CH3:34])[C:31]([CH3:33])([CH3:32])[O:30][BH:29][O:28]1.COC1C=CC=C(OC)C=1C1C=CC=CC=1P(C1CCCCC1)C1CCCCC1. (2) Given the product [C:1]([C:4]1[C:12]2[C:7](=[CH:8][CH:9]=[C:10]([NH:13][C:14]([CH:16]3[CH2:20][CH2:19][C:18]([F:22])([F:21])[CH2:17]3)=[O:15])[CH:11]=2)[N:6]([CH2:23][C:24]([N:45]2[CH2:46][C@H:47]([F:49])[CH2:48][C@H:44]2[C:42]([NH:41][C:37]2[C:36]([F:50])=[C:35]([C:30]3[CH:31]=[CH:32][CH:33]=[CH:34][C:29]=3[Cl:28])[CH:40]=[CH:39][CH:38]=2)=[O:43])=[O:26])[CH:5]=1)(=[O:3])[CH3:2], predict the reactants needed to synthesize it. The reactants are: [C:1]([C:4]1[C:12]2[C:7](=[CH:8][CH:9]=[C:10]([NH:13][C:14]([CH:16]3[CH2:20][CH2:19][C:18]([F:22])([F:21])[CH2:17]3)=[O:15])[CH:11]=2)[N:6]([CH2:23][C:24]([OH:26])=O)[CH:5]=1)(=[O:3])[CH3:2].Cl.[Cl:28][C:29]1[CH:34]=[CH:33][CH:32]=[CH:31][C:30]=1[C:35]1[CH:40]=[CH:39][CH:38]=[C:37]([NH:41][C:42]([C@@H:44]2[CH2:48][C@@H:47]([F:49])[CH2:46][NH:45]2)=[O:43])[C:36]=1[F:50].CN(C(ON1N=NC2C=CC=NC1=2)=[N+](C)C)C.F[P-](F)(F)(F)(F)F. (3) Given the product [OH:17][C:15]1[N:3]2[N:4]=[C:5]([CH:7]([CH3:9])[CH3:8])[N:6]=[C:2]2[N:1]=[C:12]([CH3:11])[C:14]=1[CH2:18][C:19]([O:21][CH3:23])=[O:20], predict the reactants needed to synthesize it. The reactants are: [NH2:1][C:2]1[N:6]=[C:5]([CH:7]([CH3:9])[CH3:8])[NH:4][N:3]=1.C[CH:11](C)[C:12]([CH:14]([CH2:18][C:19]([O-:21])=[O:20])[C:15]([O-:17])=O)=O.[C:23]1(C)C=CC=CC=1. (4) Given the product [CH:1]1[N:5]=[CH:4][N:3]([CH2:6][C:7]([P:9]([O-:12])([OH:11])=[O:10])([P:13]([O-:15])([OH:16])=[O:14])[OH:8])[CH:2]=1.[OH2:17].[OH2:8].[OH2:8].[OH2:8].[Na+:18].[Na+:18], predict the reactants needed to synthesize it. The reactants are: [CH:1]1[N:5]=[CH:4][N:3]([CH2:6][C:7]([P:13]([OH:16])([OH:15])=[O:14])([P:9]([OH:12])([OH:11])=[O:10])[OH:8])[CH:2]=1.[OH-:17].[Na+:18].[Na]. (5) Given the product [CH3:32][C:27]1([CH3:33])[C:28]([CH3:31])([CH3:30])[O:29][B:25]([C:10]2[C:9]3[C:4](=[CH:5][CH:6]=[C:7]([C:20]([O:22][CH3:23])=[O:21])[CH:8]=3)[O:3][CH2:2][CH:11]=2)[O:26]1, predict the reactants needed to synthesize it. The reactants are: C[C:2]1(C)[CH:11]=[C:10](OS(C(F)(F)F)(=O)=O)[C:9]2[C:4](=[CH:5][CH:6]=[C:7]([C:20]([O:22][CH3:23])=[O:21])[CH:8]=2)[O:3]1.[B:25]1([B:25]2[O:29][C:28]([CH3:31])([CH3:30])[C:27]([CH3:33])([CH3:32])[O:26]2)[O:29][C:28]([CH3:31])([CH3:30])[C:27]([CH3:33])([CH3:32])[O:26]1.C1(P(C2C=CC=CC=2)C2C=CC=CC=2)C=CC=CC=1.C([O-])(=O)C.[K+]. (6) Given the product [C:16]1(=[O:17])[NH:12][C:13](=[O:22])[C:14]2=[CH:21][CH:20]=[CH:19][CH:18]=[C:15]12, predict the reactants needed to synthesize it. The reactants are: CC1N=CNC=1.BrCCCC[N:12]1[C:16](=[O:17])[C:15]2=[CH:18][CH:19]=[CH:20][CH:21]=[C:14]2[C:13]1=[O:22].C(N(CC)CC)C. (7) The reactants are: Cl.[CH3:2][N:3]([C@H:10]([C:14]1[CH:19]=[CH:18][CH:17]=[CH:16][CH:15]=1)[C:11]([OH:13])=[O:12])[C:4]1[CH:9]=[CH:8][CH:7]=[CH:6][CH:5]=1.C1C=CC2N(O)N=NC=2C=1.C1CCC(N=C=NC2CCCCC2)CC1.[N:45]12[CH2:52][CH2:51][CH:48]([CH2:49][CH2:50]1)[C@@H:47](O)[CH2:46]2. Given the product [N:45]12[CH2:52][CH2:51][CH:48]([CH2:49][CH2:50]1)[C@@H:47]([O:12][C:11](=[O:13])[CH:10]([N:3]([CH3:2])[C:4]1[CH:5]=[CH:6][CH:7]=[CH:8][CH:9]=1)[C:14]1[CH:19]=[CH:18][CH:17]=[CH:16][CH:15]=1)[CH2:46]2, predict the reactants needed to synthesize it.